From a dataset of Full USPTO retrosynthesis dataset with 1.9M reactions from patents (1976-2016). Predict the reactants needed to synthesize the given product. (1) The reactants are: [N:1]1([C:7]2[CH:12]=[CH:11][C:10]([NH:13][C:14]([C:16]3[CH2:21][CH2:20][CH2:19][CH2:18][C:17]=3[C:22]3[CH:27]=[CH:26][C:25]([C:28]([F:31])([F:30])[F:29])=[CH:24][CH:23]=3)=[O:15])=[CH:9][CH:8]=2)[CH2:6][CH2:5][NH:4][CH2:3][CH2:2]1.[CH:32]([C:34]1[CH:39]=[CH:38][CH:37]=[CH:36][N:35]=1)=[CH2:33].C(O)(=O)C. Given the product [N:35]1[CH:36]=[CH:37][CH:38]=[CH:39][C:34]=1[CH2:32][CH2:33][N:4]1[CH2:5][CH2:6][N:1]([C:7]2[CH:8]=[CH:9][C:10]([NH:13][C:14]([C:16]3[CH2:21][CH2:20][CH2:19][CH2:18][C:17]=3[C:22]3[CH:23]=[CH:24][C:25]([C:28]([F:29])([F:31])[F:30])=[CH:26][CH:27]=3)=[O:15])=[CH:11][CH:12]=2)[CH2:2][CH2:3]1, predict the reactants needed to synthesize it. (2) Given the product [CH3:1][O:2][C:3](=[O:20])[C@@H:4]([NH:12][C:13]([O:15][C:16]([CH3:19])([CH3:18])[CH3:17])=[O:14])[CH2:5][C:6]1[S:7][C:8]([C:26]2[CH:27]=[CH:28][C:23]([C:21]#[N:22])=[CH:24][CH:25]=2)=[CH:9][CH:10]=1, predict the reactants needed to synthesize it. The reactants are: [CH3:1][O:2][C:3](=[O:20])[C@@H:4]([NH:12][C:13]([O:15][C:16]([CH3:19])([CH3:18])[CH3:17])=[O:14])[CH2:5][C:6]1[S:7][C:8](Br)=[CH:9][CH:10]=1.[C:21]([C:23]1[CH:28]=[CH:27][C:26](B(O)O)=[CH:25][CH:24]=1)#[N:22].C([O-])([O-])=O.[Na+].[Na+].